This data is from Forward reaction prediction with 1.9M reactions from USPTO patents (1976-2016). The task is: Predict the product of the given reaction. (1) Given the reactants [Cl:1][C:2]1[CH:10]=[C:6]([C:7]([OH:9])=O)[C:5]([OH:11])=[CH:4][CH:3]=1.[NH2:12][C:13]1[S:14][CH:15]=[C:16]([C:18]2[CH:23]=[C:22]([C:24]([F:27])([F:26])[F:25])[CH:21]=[C:20]([C:28]([F:31])([F:30])[F:29])[CH:19]=2)[N:17]=1.P(Cl)(Cl)Cl.ClC1C=CC=CC=1, predict the reaction product. The product is: [Cl:1][C:2]1[CH:3]=[CH:4][C:5]([OH:11])=[C:6]([CH:10]=1)[C:7]([NH:12][C:13]1[S:14][CH:15]=[C:16]([C:18]2[CH:19]=[C:20]([C:28]([F:29])([F:30])[F:31])[CH:21]=[C:22]([C:24]([F:27])([F:25])[F:26])[CH:23]=2)[N:17]=1)=[O:9]. (2) Given the reactants C[Si]([N-][Si](C)(C)C)(C)C.[Na+].[Cl:11][C:12]1[CH:17]=[CH:16][C:15]([CH2:18][C:19]([OH:21])=O)=[CH:14][CH:13]=1.[Br:22][C:23]1[C:24]([Si:35]([CH3:38])([CH3:37])[CH3:36])=[C:25]([F:34])[C:26]([F:33])=[C:27]([CH:32]=1)C(OC)=O, predict the reaction product. The product is: [Br:22][C:23]1[C:24]([Si:35]([CH3:38])([CH3:37])[CH3:36])=[C:25]([F:34])[C:26]([F:33])=[C:27]([C:19](=[O:21])[CH2:18][C:15]2[CH:14]=[CH:13][C:12]([Cl:11])=[CH:17][CH:16]=2)[CH:32]=1. (3) Given the reactants [OH:1][C:2]1[C:11]([OH:12])=[CH:10][CH:9]=[CH:8][C:3]=1[C:4]([O:6][CH3:7])=[O:5].[C:13]1([CH3:22])[CH:18]=[CH:17][CH:16]=[C:15](B(O)O)[CH:14]=1, predict the reaction product. The product is: [OH:1][C:2]1[C:11]([O:12][C:15]2[CH:14]=[C:13]([CH3:22])[CH:18]=[CH:17][CH:16]=2)=[CH:10][CH:9]=[CH:8][C:3]=1[C:4]([O:6][CH3:7])=[O:5]. (4) Given the reactants [F:1][C:2]1[CH:7]=[CH:6][CH:5]=[C:4]([F:8])[C:3]=1[N:9]1[C:14]2[N:15]=[C:16]([NH:27][CH2:28][CH2:29][NH2:30])[N:17]=[C:18]([C:19]3[CH:24]=[CH:23][C:22]([F:25])=[CH:21][C:20]=3[CH3:26])[C:13]=2[CH:12]=[CH:11][C:10]1=[O:31].[C:32]1([N:38]=[C:39]=[O:40])[CH:37]=[CH:36][CH:35]=[CH:34][CH:33]=1, predict the reaction product. The product is: [F:1][C:2]1[CH:7]=[CH:6][CH:5]=[C:4]([F:8])[C:3]=1[N:9]1[C:14]2[N:15]=[C:16]([NH:27][CH2:28][CH2:29][NH:30][C:39]([NH:38][C:32]3[CH:37]=[CH:36][CH:35]=[CH:34][CH:33]=3)=[O:40])[N:17]=[C:18]([C:19]3[CH:24]=[CH:23][C:22]([F:25])=[CH:21][C:20]=3[CH3:26])[C:13]=2[CH:12]=[CH:11][C:10]1=[O:31]. (5) The product is: [Cl:26][C:11]1[C:12]([C:16]([NH:18][CH2:19][CH:20]2[CH2:21][CH2:22][CH2:23][CH2:24][CH2:25]2)=[O:17])=[C:13]2[C:8](=[CH:9][CH:10]=1)[N:7]=[C:6]([N:4]1[CH2:5][CH:2]([NH:1][CH2:29][CH2:28][C:27]([OH:31])=[O:30])[CH2:3]1)[CH:15]=[CH:14]2. Given the reactants [NH2:1][CH:2]1[CH2:5][N:4]([C:6]2[CH:15]=[CH:14][C:13]3[C:12]([C:16]([NH:18][CH2:19][CH:20]4[CH2:25][CH2:24][CH2:23][CH2:22][CH2:21]4)=[O:17])=[C:11]([Cl:26])[CH:10]=[CH:9][C:8]=3[N:7]=2)[CH2:3]1.[C:27]([O:31]CC)(=[O:30])[CH:28]=[CH2:29].[OH-].[Na+].Cl, predict the reaction product. (6) Given the reactants O[N:2]=[C:3]([C:7]1[CH:12]=[CH:11][C:10]([N:13]2[CH:17]=[CH:16][CH:15]=[N:14]2)=[CH:9][CH:8]=1)[CH2:4][O:5][CH3:6], predict the reaction product. The product is: [CH3:6][O:5][CH2:4][CH:3]([C:7]1[CH:8]=[CH:9][C:10]([N:13]2[CH:17]=[CH:16][CH:15]=[N:14]2)=[CH:11][CH:12]=1)[NH2:2]. (7) Given the reactants [CH3:1][C:2]1[CH:6]=[C:5]([C:7]2[CH:12]=[CH:11][CH:10]=[CH:9][CH:8]=2)[NH:4][N:3]=1.Cl[CH2:14][C:15]1[CH:20]=[CH:19][C:18]([CH2:21][OH:22])=[CH:17][CH:16]=1.C(=O)([O-])[O-].[K+].[K+].C(O)(=O)CC(CC(O)=O)(C(O)=O)O, predict the reaction product. The product is: [CH3:1][C:2]1[CH:6]=[C:5]([C:7]2[CH:8]=[CH:9][CH:10]=[CH:11][CH:12]=2)[N:4]([CH2:14][C:15]2[CH:20]=[CH:19][C:18]([CH2:21][OH:22])=[CH:17][CH:16]=2)[N:3]=1. (8) Given the reactants [NH:1]1[CH2:6][CH2:5][O:4][CH2:3][CH2:2]1.[Cl:7][C:8]1[NH:12][C:11]2[CH:13]=[CH:14][C:15]([S:17](Cl)(=[O:19])=[O:18])=[CH:16][C:10]=2[N:9]=1.C(=O)([O-])[O-].[K+].[K+], predict the reaction product. The product is: [Cl:7][C:8]1[NH:12][C:11]2[CH:13]=[CH:14][C:15]([S:17]([N:1]3[CH2:6][CH2:5][O:4][CH2:3][CH2:2]3)(=[O:19])=[O:18])=[CH:16][C:10]=2[N:9]=1. (9) Given the reactants [NH2:1][C@@H:2]([CH2:33][C:34]1[CH:39]=[CH:38][CH:37]=[CH:36][CH:35]=1)[C@@H:3]([OH:32])[CH2:4][C@@H:5]([NH:19][C:20]([C@@H:22]([NH:27][C:28](=[O:31])[O:29][CH3:30])[C:23]([CH3:26])([CH3:25])[CH3:24])=[O:21])[CH2:6][C:7]1[CH:12]=[CH:11][C:10]([C:13]2[CH:18]=[CH:17][CH:16]=[CH:15][N:14]=2)=[CH:9][CH:8]=1.[CH3:40][C@@H:41]([CH2:58][CH3:59])[C@H:42]([NH:46][C:47]([N:49]([CH3:57])[CH2:50][C:51]1[N:52]=[C:53]([CH3:56])[S:54][CH:55]=1)=[O:48])[C:43](O)=[O:44].CCOP(ON1N=NC2C=CC=CC=2C1=O)(OCC)=O.C(N(CC)C(C)C)(C)C, predict the reaction product. The product is: [CH2:33]([C@H:2]([NH:1][C:43](=[O:44])[C@H:42]([CH:41]([CH2:58][CH3:59])[CH3:40])[NH:46][C:47](=[O:48])[N:49]([CH3:57])[CH2:50][C:51]1[N:52]=[C:53]([CH3:56])[S:54][CH:55]=1)[C@@H:3]([OH:32])[CH2:4][C@H:5]([CH2:6][C:7]1[CH:12]=[CH:11][C:10]([C:13]2[CH:18]=[CH:17][CH:16]=[CH:15][N:14]=2)=[CH:9][CH:8]=1)[NH:19][C:20](=[O:21])[C@@H:22]([NH:27][C:28](=[O:31])[O:29][CH3:30])[C:23]([CH3:26])([CH3:25])[CH3:24])[C:34]1[CH:35]=[CH:36][CH:37]=[CH:38][CH:39]=1.